From a dataset of Reaction yield outcomes from USPTO patents with 853,638 reactions. Predict the reaction yield, written as a fraction of the theoretical maximum amount of product (1.0 means a 100% yield; for example, 0.34 means a 34% yield). The reactants are [N:1]1[C:6]2[CH2:7][CH2:8][N:9]([CH2:11][CH2:12][CH2:13][CH2:14][O:15][C:16]3[CH:25]=[C:24]4[C:19]([CH2:20][CH2:21][C:22](=[O:26])[NH:23]4)=[CH:18][CH:17]=3)[CH2:10][C:5]=2[CH:4]=[N:3][CH:2]=1.[F:27][C:28]1[CH:29]=C(N2C=C3CNCCC3=N2)[CH:31]=[CH:32][CH:33]=1. No catalyst specified. The product is [F:27][C:28]1[CH:29]=[C:2]([N:3]2[CH:4]=[C:5]3[CH2:10][N:9]([CH2:11][CH2:12][CH2:13][CH2:14][O:15][C:16]4[CH:25]=[C:24]5[C:19]([CH2:20][CH2:21][C:22](=[O:26])[NH:23]5)=[CH:18][CH:17]=4)[CH2:8][CH2:7][C:6]3=[N:1]2)[CH:31]=[CH:32][CH:33]=1. The yield is 0.610.